From a dataset of Forward reaction prediction with 1.9M reactions from USPTO patents (1976-2016). Predict the product of the given reaction. (1) Given the reactants [C:1]1(=[O:7])[CH2:6][CH2:5][CH2:4][CH2:3][CH2:2]1.[OH-:8].[Na+].[CH2:10]([O:16][C:17]1[CH:24]=[CH:23][C:20]([CH:21]=O)=[CH:19][CH:18]=1)[CH2:11][CH2:12][CH2:13][CH2:14][CH3:15], predict the reaction product. The product is: [CH2:10]([O:7][C:1]1[CH:6]=[CH:5][C:4]([CH:21]=[C:20]2[CH2:23][CH2:24][CH2:17][C:18](=[CH:21][C:20]3[CH:23]=[CH:24][C:17]([O:16][CH2:10][CH2:11][CH2:12][CH2:13][CH2:14][CH3:15])=[CH:18][CH:19]=3)[C:19]2=[O:8])=[CH:3][CH:2]=1)[CH2:11][CH2:12][CH2:13][CH2:14][CH3:15]. (2) Given the reactants C1O[C:4]2([CH2:13][CH2:12][C:11]3[C:6](=[CH:7][CH:8]=[C:9](Br)[CH:10]=3)[CH2:5]2)OC1.C([Li])(C)(C)C.[C:21](=[O:23])=[O:22].C1C[O:27]CC1, predict the reaction product. The product is: [C:5]1(=[O:27])[C:6]2[C:11](=[CH:10][C:9]([C:21]([OH:23])=[O:22])=[CH:8][CH:7]=2)[CH2:12][CH2:13][CH2:4]1.